This data is from Reaction yield outcomes from USPTO patents with 853,638 reactions. The task is: Predict the reaction yield, written as a fraction of the theoretical maximum amount of product (1.0 means a 100% yield; for example, 0.34 means a 34% yield). (1) The reactants are [CH2:1]([O:8][C:9]1[CH:10]=[C:11]([CH2:15][CH2:16][CH2:17][CH2:18][CH2:19][CH2:20][CH2:21][S:22](Cl)(=[O:24])=[O:23])[CH:12]=[CH:13][CH:14]=1)[C:2]1[CH:7]=[CH:6][CH:5]=[CH:4][CH:3]=1.[NH4+].[F-:27]. The catalyst is CC(C)=O. The product is [CH2:1]([O:8][C:9]1[CH:10]=[C:11]([CH2:15][CH2:16][CH2:17][CH2:18][CH2:19][CH2:20][CH2:21][S:22]([F:27])(=[O:24])=[O:23])[CH:12]=[CH:13][CH:14]=1)[C:2]1[CH:7]=[CH:6][CH:5]=[CH:4][CH:3]=1. The yield is 0.910. (2) The reactants are [N+:1]([C:4]1[CH:12]=[CH:11][C:7]2[N:8]=[CH:9][NH:10][C:6]=2[CH:5]=1)([O-])=O.[H-].[Na+].[CH3:15]I.CO.[CH:19](Cl)(Cl)Cl. The catalyst is C1COCC1.CO.[Pd]. The product is [CH3:19][N:8]1[C:7]2[CH:11]=[CH:12][C:4]([NH2:1])=[CH:5][C:6]=2[N:10]=[CH:9]1.[CH3:15][N:10]1[C:6]2[CH:5]=[C:4]([NH2:1])[CH:12]=[CH:11][C:7]=2[N:8]=[CH:9]1. The yield is 0.210.